This data is from Reaction yield outcomes from USPTO patents with 853,638 reactions. The task is: Predict the reaction yield, written as a fraction of the theoretical maximum amount of product (1.0 means a 100% yield; for example, 0.34 means a 34% yield). (1) The reactants are Br[C:2]1[CH:3]=[C:4]([C:7]([O:9][CH3:10])=[O:8])[S:5][CH:6]=1.C([O-])([O-])=O.[K+].[K+].[CH2:17]([N:20]1[C:24](B2OC(C)(C)C(C)(C)O2)=[CH:23][CH:22]=[N:21]1)[CH2:18][CH3:19]. The catalyst is O1CCOCC1.O.C1C=CC([P]([Pd]([P](C2C=CC=CC=2)(C2C=CC=CC=2)C2C=CC=CC=2)([P](C2C=CC=CC=2)(C2C=CC=CC=2)C2C=CC=CC=2)[P](C2C=CC=CC=2)(C2C=CC=CC=2)C2C=CC=CC=2)(C2C=CC=CC=2)C2C=CC=CC=2)=CC=1. The product is [CH2:17]([N:20]1[C:24]([C:2]2[CH:3]=[C:4]([C:7]([O:9][CH3:10])=[O:8])[S:5][CH:6]=2)=[CH:23][CH:22]=[N:21]1)[CH2:18][CH3:19]. The yield is 0.700. (2) The reactants are [OH-].[Na+].[Cl:3][C:4]1[N:9]=[C:8]([N:10]2[CH2:15][CH2:14][O:13][CH2:12][C@H:11]2[CH3:16])[CH:7]=[C:6]([CH2:17][S:18]([CH:21]2[CH2:23][CH2:22]2)(=[O:20])=[O:19])[N:5]=1.Br[CH2:25][CH2:26][O:27][CH2:28][CH2:29]Br. The catalyst is [Br-].C([N+](CCCC)(CCCC)CCCC)CCC.C1(C)C=CC=CC=1.CCOC(C)=O. The product is [Cl:3][C:4]1[N:9]=[C:8]([N:10]2[CH2:15][CH2:14][O:13][CH2:12][C@H:11]2[CH3:16])[CH:7]=[C:6]([C:17]2([S:18]([CH:21]3[CH2:23][CH2:22]3)(=[O:20])=[O:19])[CH2:29][CH2:28][O:27][CH2:26][CH2:25]2)[N:5]=1. The yield is 0.376. (3) The reactants are C(N)(=O)C1C=CC=CC=1.[S:10]1[CH:14]=[CH:13][C:12]([C@H:15]2[C@@H:24]3[CH2:25][CH2:26][N:27]([C:28]([C@H:30]4[CH2:35][CH2:34][CH2:33][CH2:32][C@H:31]4[NH:36][C:37](=[O:44])[C:38]4[CH:43]=[CH:42][CH:41]=[CH:40][CH:39]=4)=[O:29])[C@@H:23]3[C:22]3[CH:21]=[CH:20][CH:19]=[CH:18][C:17]=3[NH:16]2)=[CH:11]1. The catalyst is C1(C)C=CC=CC=1.[O-2].[O-2].[Mn+4]. The product is [S:10]1[CH:14]=[CH:13][C:12]([C:15]2[C:24]3[CH2:25][CH2:26][N:27]([C:28]([C@H:30]4[CH2:35][CH2:34][CH2:33][CH2:32][C@H:31]4[NH:36][C:37](=[O:44])[C:38]4[CH:43]=[CH:42][CH:41]=[CH:40][CH:39]=4)=[O:29])[C:23]=3[C:22]3[CH:21]=[CH:20][CH:19]=[CH:18][C:17]=3[N:16]=2)=[CH:11]1. The yield is 0.170. (4) The reactants are [C:1]([NH:8][C:9]1[CH:18]=[CH:17][C:12]([C:13](OC)=[O:14])=[CH:11][CH:10]=1)(=[O:7])[CH2:2][CH2:3][CH2:4][CH2:5][CH3:6].O.[NH2:20][NH2:21]. The catalyst is CCO. The product is [NH:20]([C:13]([C:12]1[CH:17]=[CH:18][C:9]([NH:8][C:1](=[O:7])[CH2:2][CH2:3][CH2:4][CH2:5][CH3:6])=[CH:10][CH:11]=1)=[O:14])[NH2:21]. The yield is 0.550. (5) The reactants are C[O:2][C:3](=[O:40])[C@H:4]([NH:8][C:9]([C@H:11]1[C@H:15]([C:16]2[CH:21]=[CH:20][CH:19]=[C:18]([Cl:22])[C:17]=2[F:23])[C@:14]([C:26]2[CH:31]=[CH:30][C:29]([Cl:32])=[CH:28][C:27]=2[F:33])([C:24]#[N:25])[C@H:13]([CH2:34][C:35]([CH3:38])([CH3:37])[CH3:36])[N:12]1[CH3:39])=[O:10])[CH:5]1[CH2:7][CH2:6]1.[Li+].[OH-]. The catalyst is C1COCC1.CO.O. The product is [Cl:22][C:18]1[C:17]([F:23])=[C:16]([C@@H:15]2[C@:14]([C:26]3[CH:31]=[CH:30][C:29]([Cl:32])=[CH:28][C:27]=3[F:33])([C:24]#[N:25])[C@H:13]([CH2:34][C:35]([CH3:37])([CH3:38])[CH3:36])[N:12]([CH3:39])[C@H:11]2[C:9]([NH:8][C@H:4]([CH:5]2[CH2:6][CH2:7]2)[C:3]([OH:40])=[O:2])=[O:10])[CH:21]=[CH:20][CH:19]=1. The yield is 0.859. (6) The product is [Cl:1][C:2]1[C:11]2[CH2:10][CH2:9][CH:8]([CH2:12][O:13][CH3:14])[CH2:7][C:6]=2[N:5]=[CH:4][N:3]=1. The yield is 0.350. The reactants are [Cl:1][C:2]1[C:11]2[CH2:10][CH2:9][CH:8]([CH2:12][OH:13])[CH2:7][C:6]=2[N:5]=[CH:4][N:3]=1.[C:14](=O)([O-])[O-].[K+].[K+].IC. The catalyst is C1COCC1.